Dataset: Cav3 T-type calcium channel HTS with 100,875 compounds. Task: Binary Classification. Given a drug SMILES string, predict its activity (active/inactive) in a high-throughput screening assay against a specified biological target. The drug is O=C(N1CCCN(CC1)C)c1ccc(cc1)c1ccc(cc1)C(OC)=O. The result is 0 (inactive).